From a dataset of Reaction yield outcomes from USPTO patents with 853,638 reactions. Predict the reaction yield, written as a fraction of the theoretical maximum amount of product (1.0 means a 100% yield; for example, 0.34 means a 34% yield). The reactants are C([O-])([O-])=O.[Na+].[Na+].[O:7]=[C:8]([N:20]1[CH2:25][CH2:24][N:23]([C:26](=[O:37])[C:27]2[CH:32]=[CH:31][CH:30]=[CH:29][C:28]=2[C:33]([F:36])([F:35])[F:34])[CH2:22][CH2:21]1)[CH2:9][NH:10][C:11]([C:13]1[CH:18]=[N:17][C:16](Cl)=[CH:15][N:14]=1)=[O:12].[C:38]1(B(O)O)[CH:43]=[CH:42][CH:41]=[CH:40][CH:39]=1. The catalyst is CN(C=O)C.Cl[Pd]Cl. The product is [O:7]=[C:8]([N:20]1[CH2:25][CH2:24][N:23]([C:26](=[O:37])[C:27]2[CH:32]=[CH:31][CH:30]=[CH:29][C:28]=2[C:33]([F:36])([F:35])[F:34])[CH2:22][CH2:21]1)[CH2:9][NH:10][C:11]([C:13]1[CH:18]=[N:17][C:16]([C:38]2[CH:43]=[CH:42][CH:41]=[CH:40][CH:39]=2)=[CH:15][N:14]=1)=[O:12]. The yield is 0.133.